From a dataset of Reaction yield outcomes from USPTO patents with 853,638 reactions. Predict the reaction yield, written as a fraction of the theoretical maximum amount of product (1.0 means a 100% yield; for example, 0.34 means a 34% yield). (1) The reactants are [H-].[Na+].[CH3:3][O:4][C:5]1[CH:12]=[CH:11][C:8]([CH2:9][OH:10])=[CH:7][CH:6]=1.C1OCCOCCOCCOCCOC1.[Cl:28][C:29]1[CH:38]=[C:37](Cl)[C:36]2[C:31](=[C:32]([Cl:42])[C:33]([O:40][CH3:41])=[CH:34][CH:35]=2)[N:30]=1. The catalyst is CN(C=O)C.O. The product is [Cl:28][C:29]1[CH:38]=[C:37]([O:10][CH2:9][C:8]2[CH:11]=[CH:12][C:5]([O:4][CH3:3])=[CH:6][CH:7]=2)[C:36]2[C:31](=[C:32]([Cl:42])[C:33]([O:40][CH3:41])=[CH:34][CH:35]=2)[N:30]=1. The yield is 0.380. (2) The reactants are [OH:1][C:2]1[CH:9]=[CH:8][C:7]([I:10])=[CH:6][C:3]=1[CH:4]=[CH2:5].[CH3:11][O:12][CH2:13][O:14][C:15]1[CH:23]=[CH:22][C:18]([C:19](O)=[O:20])=[CH:17][CH:16]=1.C1CCC(N=C=NC2CCCCC2)CC1. The catalyst is C(Cl)Cl.CN(C1C=CN=CC=1)C. The product is [CH:4]([C:3]1[CH:6]=[C:7]([I:10])[CH:8]=[CH:9][C:2]=1[O:1][C:19](=[O:20])[C:18]1[CH:17]=[CH:16][C:15]([O:14][CH2:13][O:12][CH3:11])=[CH:23][CH:22]=1)=[CH2:5]. The yield is 0.790.